From a dataset of Forward reaction prediction with 1.9M reactions from USPTO patents (1976-2016). Predict the product of the given reaction. (1) The product is: [C:1]([O:5][C:6]([N:8]1[CH2:15][C:14]2=[C:13]3[N:12]([N:11]=[C:10]2[CH2:9]1)[C:20]([CH3:21])=[C:19]([CH3:23])[CH:18]=[N:16]3)=[O:7])([CH3:4])([CH3:2])[CH3:3]. Given the reactants [C:1]([O:5][C:6]([N:8]1[CH2:15][C:14]2[C:10](=[N:11][NH:12][C:13]=2[NH2:16])[CH2:9]1)=[O:7])([CH3:4])([CH3:3])[CH3:2].O/[CH:18]=[C:19](\[CH3:23])/[C:20](=O)[CH3:21], predict the reaction product. (2) Given the reactants [CH3:1][N:2]1[CH:6]=[C:5]([S:7]([Cl:10])(=O)=O)[N:4]=[C:3]1[CH3:11].O.O.[Sn](Cl)Cl, predict the reaction product. The product is: [ClH:10].[CH3:1][N:2]1[CH:6]=[C:5]([SH:7])[N:4]=[C:3]1[CH3:11].